This data is from Full USPTO retrosynthesis dataset with 1.9M reactions from patents (1976-2016). The task is: Predict the reactants needed to synthesize the given product. (1) Given the product [Br:28][C:29]1[C:34]([O:35][CH3:36])=[CH:33][C:32]([NH:37][C:12]([C:9]2[C:5]3[N:6]=[CH:7][N:8]=[C:3]([S:2][CH3:1])[C:4]=3[S:11][CH:10]=2)=[O:14])=[CH:31][C:30]=1[O:38][CH3:39], predict the reactants needed to synthesize it. The reactants are: [CH3:1][S:2][C:3]1[C:4]2[S:11][CH:10]=[C:9]([C:12]([OH:14])=O)[C:5]=2[N:6]=[CH:7][N:8]=1.ClC1C2SC=C(C(O)=O)C=2N=CN=1.[Br:28][C:29]1[C:34]([O:35][CH3:36])=[CH:33][C:32]([NH2:37])=[CH:31][C:30]=1[O:38][CH3:39].FC1C(OC)=CC(OC)=C(F)C=1N. (2) Given the product [C:13]1([C:19]2([CH2:25][O:26][CH3:27])[CH2:24][CH2:23][O:22][C:20]2=[O:21])[CH:14]=[CH:15][CH:16]=[CH:17][CH:18]=1, predict the reactants needed to synthesize it. The reactants are: C([Li])CCC.C(NC(C)C)(C)C.[C:13]1([CH:19]2[CH2:24][CH2:23][O:22][C:20]2=[O:21])[CH:18]=[CH:17][CH:16]=[CH:15][CH:14]=1.[CH3:25][O:26][CH2:27]Cl. (3) Given the product [CH3:1][O:2][C@H:3]1[C@H:8]([NH:9][C:10](=[O:16])[O:11][C:12]([CH3:13])([CH3:15])[CH3:14])[CH2:7][CH2:6][N:5]([CH3:21])[CH2:4]1, predict the reactants needed to synthesize it. The reactants are: [CH3:1][O:2][C@H:3]1[C@H:8]([NH:9][C:10](=[O:16])[O:11][C:12]([CH3:15])([CH3:14])[CH3:13])[CH2:7][CH2:6][NH:5][CH2:4]1.C=O.[BH-](OC(C)=O)(OC(C)=O)O[C:21](C)=O.[Na+].C([O-])(O)=O.[Na+]. (4) Given the product [Br:1][C:2]1[CH:3]=[N:4][C:5]2[N:6]([N:8]=[C:9]([C:11]([N:29]3[CH2:30][CH2:31][C:26]4[O:25][C:24]([F:23])=[N:33][C:27]=4[CH:28]3[CH3:32])=[O:12])[CH:10]=2)[CH:7]=1, predict the reactants needed to synthesize it. The reactants are: [Br:1][C:2]1[CH:3]=[N:4][C:5]2[N:6]([N:8]=[C:9]([C:11](N3CCC4C=CNC=4C3C)=[O:12])[CH:10]=2)[CH:7]=1.[F:23][C:24]1[O:25][C:26]2[CH2:31][CH2:30][NH:29][CH:28]([CH3:32])[C:27]=2[N:33]=1. (5) Given the product [CH3:23][C:2]1([CH3:1])[O:7][C:6]2[CH:8]=[CH:9][C:10]([C@H:12]3[O:16][C:15](=[O:21])[NH:14][CH2:13]3)=[CH:11][C:5]=2[CH2:4][O:3]1, predict the reactants needed to synthesize it. The reactants are: [CH3:1][C:2]1([CH3:23])[O:7][C:6]2[CH:8]=[CH:9][C:10]([C@@H:12](O)[CH2:13][NH:14][C:15](=[O:21])[O:16]C(C)(C)C)=[CH:11][C:5]=2[CH2:4][O:3]1.[H-].[Na+].Cl. (6) Given the product [CH3:10][C:9]1([CH3:11])[C:17](=[O:18])[CH2:16][CH:8]1[C:1]([O:5][CH3:6])=[O:4], predict the reactants needed to synthesize it. The reactants are: [C:1]([O:5][CH3:6])(=[O:4])C=C.Cl[C:8](N(C)C)=[C:9]([CH3:11])[CH3:10].C1C[O:18][CH2:17][CH2:16]1. (7) Given the product [CH2:13]([C:12]1[N:11]([C@@H:7]2[C:8]3[C:4](=[CH:3][C:94]([C:89]4[CH:90]=[CH:91][CH:92]=[CH:93][C:88]=4[C:52]4[N:48]([C:29]([C:69]5[CH:70]=[CH:71][CH:72]=[CH:73][CH:74]=5)([C:36]5[CH:37]=[CH:38][CH:39]=[CH:40][CH:41]=5)[C:30]5[CH:35]=[CH:34][CH:33]=[CH:32][CH:31]=5)[N:49]=[N:50][N:51]=4)=[CH:95][CH:9]=3)[CH2:5][CH2:6]2)[C:17]2=[N:18][C:19]([C:23](=[O:27])[CH:24]([CH3:25])[CH3:26])=[CH:20][C:21]([CH3:22])=[C:16]2[N:15]=1)[CH3:14], predict the reactants needed to synthesize it. The reactants are: BrC1[CH:3]=[C:4]2[C:8](=[CH:9]C=1)[C@@H:7]([NH:11][C:12](=[N:15][C:16]1[C:17](Cl)=[N:18][C:19]([C:23](=[O:27])[CH:24]([CH3:26])[CH3:25])=[CH:20][C:21]=1[CH3:22])[CH2:13][CH3:14])[CH2:6][CH2:5]2.[C:29]([N:48]1[C:52](B(O)O)=[N:51][N:50]=[N:49]1)(C1C=CC=CC=1)([C:36]1[CH:41]=[CH:40][CH:39]=[CH:38][CH:37]=1)[C:30]1[CH:35]=[CH:34][CH:33]=[CH:32][CH:31]=1.C1(P([C:69]2[CH:74]=[CH:73][CH:72]=[CH:71][CH:70]=2)C2C=CC=CC=2)C=CC=CC=1.C(=O)([O-])[O-].[K+].[K+].C1(P(C2CCCCC2)[C:88]2[CH:93]=[CH:92][CH:91]=[CH:90][C:89]=2[C:94]2C(CCC)=CC(CCC)=C[C:95]=2CCC)CCCCC1.